Dataset: Peptide-MHC class II binding affinity with 134,281 pairs from IEDB. Task: Regression. Given a peptide amino acid sequence and an MHC pseudo amino acid sequence, predict their binding affinity value. This is MHC class II binding data. (1) The peptide sequence is DTFRKLFRVYDNFLR. The MHC is DRB1_0802 with pseudo-sequence DRB1_0802. The binding affinity (normalized) is 0.590. (2) The peptide sequence is LGASQRGVGVAQGGV. The MHC is DRB1_0701 with pseudo-sequence DRB1_0701. The binding affinity (normalized) is 0.209. (3) The peptide sequence is SRGVQGFIFFFLFNIKK. The MHC is DRB1_0801 with pseudo-sequence DRB1_0801. The binding affinity (normalized) is 0.402. (4) The peptide sequence is QKLIEDINASFRAAM. The MHC is HLA-DPA10201-DPB11401 with pseudo-sequence HLA-DPA10201-DPB11401. The binding affinity (normalized) is 0.338. (5) The peptide sequence is EPIAAYHFDLSGKAF. The MHC is HLA-DQA10102-DQB10502 with pseudo-sequence HLA-DQA10102-DQB10502. The binding affinity (normalized) is 0.397. (6) The peptide sequence is EKKYFAATEFEPLAA. The MHC is HLA-DQA10501-DQB10201 with pseudo-sequence HLA-DQA10501-DQB10201. The binding affinity (normalized) is 0.646. (7) The peptide sequence is NGNELLLDLSLTKVN. The MHC is DRB1_1201 with pseudo-sequence DRB1_1201. The binding affinity (normalized) is 0.307.